Dataset: Catalyst prediction with 721,799 reactions and 888 catalyst types from USPTO. Task: Predict which catalyst facilitates the given reaction. (1) Reactant: Br[C:2]1[CH:3]=[N:4][CH:5]=[C:6]([F:11])[C:7]=1[C@@H:8]([OH:10])[CH3:9].[H-].[Na+].C([Li])CCC.[B:19](OC(C)C)(OC(C)C)[O:20]C(C)C. Product: [F:11][C:6]1[CH:5]=[N:4][CH:3]=[C:2]2[C:7]=1[C@H:8]([CH3:9])[O:10][B:19]2[OH:20]. The catalyst class is: 1. (2) Reactant: [CH3:1][NH2:2].[Cl:3][C:4]1[CH:11]=[C:10](F)[C:9]([N+:13]([O-:15])=[O:14])=[CH:8][C:5]=1[C:6]#[N:7]. Product: [Cl:3][C:4]1[CH:11]=[C:10]([NH:2][CH3:1])[C:9]([N+:13]([O-:15])=[O:14])=[CH:8][C:5]=1[C:6]#[N:7]. The catalyst class is: 1. (3) Reactant: [C:1]([C@H:3]1[CH2:8][CH2:7][C@H:6]2[C@H:9]3[C@H:19]([CH2:20][CH2:21][C@:4]12[CH3:5])[C@:17]1([CH3:18])[C:12](=[CH:13][C:14](=[O:22])[CH2:15][CH2:16]1)[CH2:11][CH2:10]3)#[N:2].ClC1C(=O)C(C#N)=C(C#N)C(=O)C=1Cl. Product: [C:1]([C@H:3]1[CH2:8][CH2:7][C@H:6]2[C@H:9]3[C@H:19]([CH2:20][CH2:21][C@:4]12[CH3:5])[C@:17]1([CH3:18])[C:12](=[CH:13][C:14](=[O:22])[CH:15]=[CH:16]1)[CH2:11][CH2:10]3)#[N:2]. The catalyst class is: 346. (4) Reactant: [Cl:1][C:2]1[CH:3]=[C:4]([C:19]2[CH:24]=[CH:23][C:22]([N+:25]([O-])=O)=[CH:21][CH:20]=2)[CH:5]=[CH:6][C:7]=1[C:8]([NH:10][C@H:11]([C:15]([O:17][CH3:18])=[O:16])[CH:12]([CH3:14])[CH3:13])=[O:9].Cl. Product: [NH2:25][C:22]1[CH:23]=[CH:24][C:19]([C:4]2[CH:5]=[CH:6][C:7]([C:8]([NH:10][C@H:11]([C:15]([O:17][CH3:18])=[O:16])[CH:12]([CH3:13])[CH3:14])=[O:9])=[C:2]([Cl:1])[CH:3]=2)=[CH:20][CH:21]=1. The catalyst class is: 186. (5) Reactant: C(N(C(C)C)CC)(C)C.[C:10]([O:14][C:15](=[O:38])[NH:16][C@H:17]1[CH2:22][CH2:21][CH2:20][N:19]([C:23]2[NH:31][C:30]3[C:29](=[O:32])[N:28]([CH3:33])[C:27](=[O:34])[N:26]([CH3:35])[C:25]=3[C:24]=2[C:36]#[N:37])[CH2:18]1)([CH3:13])([CH3:12])[CH3:11].Br[CH2:40][C:41]#[C:42][CH3:43]. The catalyst class is: 3. Product: [C:10]([O:14][C:15](=[O:38])[NH:16][C@H:17]1[CH2:22][CH2:21][CH2:20][N:19]([C:23]2[N:31]([CH2:40][C:41]#[C:42][CH3:43])[C:30]3[C:29](=[O:32])[N:28]([CH3:33])[C:27](=[O:34])[N:26]([CH3:35])[C:25]=3[C:24]=2[C:36]#[N:37])[CH2:18]1)([CH3:13])([CH3:11])[CH3:12].